This data is from Reaction yield outcomes from USPTO patents with 853,638 reactions. The task is: Predict the reaction yield, written as a fraction of the theoretical maximum amount of product (1.0 means a 100% yield; for example, 0.34 means a 34% yield). The reactants are [CH3:1][O:2][CH2:3][CH2:4][NH2:5].C(O[BH-](OC(=O)C)OC(=O)C)(=O)C.[Na+].O=[CH:21][CH2:22][CH:23]1[CH2:28][CH2:27][N:26]([C:29]2[CH:38]=[C:37]([C:39]([NH:41][CH2:42][C@H:43]3[CH2:48][CH2:47][C@H:46]([CH2:49][NH:50][C:51](=[O:57])[O:52][C:53]([CH3:56])([CH3:55])[CH3:54])[CH2:45][CH2:44]3)=[O:40])[C:36]3[C:31](=[CH:32][CH:33]=[CH:34][CH:35]=3)[N:30]=2)[CH2:25][CH2:24]1.CS(C)=O. The catalyst is CC(O)=O.CCO. The product is [CH3:1][O:2][CH2:3][CH2:4][NH:5][CH2:21][CH2:22][CH:23]1[CH2:28][CH2:27][N:26]([C:29]2[CH:38]=[C:37]([C:39]([NH:41][CH2:42][C@H:43]3[CH2:44][CH2:45][C@H:46]([CH2:49][NH:50][C:51](=[O:57])[O:52][C:53]([CH3:56])([CH3:55])[CH3:54])[CH2:47][CH2:48]3)=[O:40])[C:36]3[C:31](=[CH:32][CH:33]=[CH:34][CH:35]=3)[N:30]=2)[CH2:25][CH2:24]1. The yield is 0.510.